Dataset: Forward reaction prediction with 1.9M reactions from USPTO patents (1976-2016). Task: Predict the product of the given reaction. (1) The product is: [CH3:1][C:2]1[C:3]([C:15]2[CH:16]=[CH:17][CH:18]=[CH:19][CH:20]=2)=[N:4][C:5]2[C:10]([C:11]=1[C:12]([NH:41][NH:40][C:34]1[CH:39]=[CH:38][CH:37]=[CH:36][CH:35]=1)=[O:14])=[CH:9][CH:8]=[CH:7][CH:6]=2. Given the reactants [CH3:1][C:2]1[C:3]([C:15]2[CH:20]=[CH:19][CH:18]=[CH:17][CH:16]=2)=[N:4][C:5]2[C:10]([C:11]=1[C:12]([OH:14])=O)=[CH:9][CH:8]=[CH:7][CH:6]=2.C(Cl)(=O)C(Cl)=O.CCN(CC)CC.[C:34]1([NH:40][NH2:41])[CH:39]=[CH:38][CH:37]=[CH:36][CH:35]=1, predict the reaction product. (2) Given the reactants CC12CC(CC1)CC2=O.C([C:14]1[CH:19]=[C:18](C)[CH:17]=[C:16]([C:21]([CH3:24])([CH3:23])C)N=1)(C)(C)C.[F:25][C:26]([F:39])([F:38])[S:27]([O:30]S(C(F)(F)F)(=O)=O)(=[O:29])=[O:28].O, predict the reaction product. The product is: [F:25][C:26]([F:39])([F:38])[S:27]([O:30][C:16]12[CH2:17][CH:18]([CH2:19][CH2:14]1)[CH2:24][C:21]2=[CH2:23])(=[O:29])=[O:28]. (3) Given the reactants [CH3:1][N:2]([CH2:13][C:14]1[N:18]([CH2:19][C@@H:20]2[CH2:25][CH2:24][CH2:23][NH:22][CH2:21]2)[C:17]2[CH:26]=[CH:27][CH:28]=[CH:29][C:16]=2[N:15]=1)[C@@H:3]1[C:12]2[N:11]=[CH:10][CH:9]=[CH:8][C:7]=2[CH2:6][CH2:5][CH2:4]1.[CH3:30][C:31]([O:34][C:35](=[O:72])[NH:36]/[C:37](/NCCCN1C2C=CC=CC=2N=C1CN(C)C1C2N=CC=CC=2CCC1)=[N:38]/[C:39](=[O:45])[O:40][C:41]([CH3:44])([CH3:43])[CH3:42])([CH3:33])[CH3:32], predict the reaction product. The product is: [CH3:1][N:2]([CH2:13][C:14]1[N:18]([CH2:19][C@@H:20]2[CH2:25][CH2:24][CH2:23][N:22](/[C:37](/[NH:38][C:39](=[O:45])[O:40][C:41]([CH3:44])([CH3:43])[CH3:42])=[N:36]/[C:35](=[O:72])[O:34][C:31]([CH3:33])([CH3:32])[CH3:30])[CH2:21]2)[C:17]2[CH:26]=[CH:27][CH:28]=[CH:29][C:16]=2[N:15]=1)[C@@H:3]1[C:12]2[N:11]=[CH:10][CH:9]=[CH:8][C:7]=2[CH2:6][CH2:5][CH2:4]1. (4) Given the reactants C(=O)([O-])[O-].[K+].[K+].[F:7][C:8]([F:17])([F:16])[C:9]1[CH:10]=[C:11]([SH:15])[CH:12]=[CH:13][CH:14]=1.Br[CH2:19][C:20]([O:22][CH3:23])=[O:21].O, predict the reaction product. The product is: [F:17][C:8]([F:7])([F:16])[C:9]1[CH:10]=[C:11]([S:15][CH2:19][C:20]([O:22][CH3:23])=[O:21])[CH:12]=[CH:13][CH:14]=1. (5) Given the reactants Br[C:2]1[O:3][C:4]([C:7]#[N:8])=[CH:5][CH:6]=1.[CH3:9][C:10]1([CH3:24])[C:15]2[CH:16]=[C:17](B(O)O)[CH:18]=[CH:19][C:14]=2[NH:13][C:12](=[O:23])[O:11]1, predict the reaction product. The product is: [CH3:9][C:10]1([CH3:24])[O:11][C:12](=[O:23])[NH:13][C:14]2[CH:19]=[CH:18][C:17]([C:2]3[O:3][C:4]([C:7]#[N:8])=[CH:5][CH:6]=3)=[CH:16][C:15]1=2. (6) The product is: [CH3:17][S:18]([O:1][CH:2]1[CH2:3][N:4]([C:6]2[S:7][CH:8]=[C:9]([CH2:11][NH:12][C:13]([O:15][CH3:16])=[O:14])[N:10]=2)[CH2:5]1)(=[O:20])=[O:19]. Given the reactants [OH:1][CH:2]1[CH2:5][N:4]([C:6]2[S:7][CH:8]=[C:9]([CH2:11][NH:12][C:13]([O:15][CH3:16])=[O:14])[N:10]=2)[CH2:3]1.[CH3:17][S:18](Cl)(=[O:20])=[O:19].C(N(CC)CC)C, predict the reaction product.